From a dataset of Catalyst prediction with 721,799 reactions and 888 catalyst types from USPTO. Predict which catalyst facilitates the given reaction. (1) Reactant: [NH:1]([CH2:6][C:7]([OH:9])=[O:8])[CH2:2][C:3]([OH:5])=[O:4].[CH2:10](O)[CH:11]=[CH2:12].[C:14]1(C)[CH:19]=CC(S(O)(=O)=O)=C[CH:15]=1. Product: [C:3]([O:5][CH2:19][CH:14]=[CH2:15])(=[O:4])[CH2:2][NH:1][CH2:6][C:7]([O:9][CH2:10][CH:11]=[CH2:12])=[O:8]. The catalyst class is: 48. (2) Reactant: [Br:1][C:2]1[C:9]([CH3:10])=[C:8]([F:11])[CH:7]=[C:6]([Br:12])[C:3]=1[C:4]#[N:5]. The catalyst class is: 1. Product: [Br:1][C:2]1[C:9]([CH3:10])=[C:8]([F:11])[CH:7]=[C:6]([Br:12])[C:3]=1[CH2:4][NH2:5]. (3) The catalyst class is: 6. Reactant: [NH:1](C(OC(C)(C)C)=O)[C@H:2]([C:24]([NH2:26])=[O:25])[CH2:3][S:4][C:5]([C:18]1[CH:23]=[CH:22][CH:21]=[CH:20][CH:19]=1)([C:12]1[CH:17]=[CH:16][CH:15]=[CH:14][CH:13]=1)[C:6]1[CH:11]=[CH:10][CH:9]=[CH:8][CH:7]=1.C(O)=O.C(Cl)Cl.[OH-].[Na+]. Product: [NH2:1][C@H:2]([C:24]([NH2:26])=[O:25])[CH2:3][S:4][C:5]([C:6]1[CH:11]=[CH:10][CH:9]=[CH:8][CH:7]=1)([C:18]1[CH:19]=[CH:20][CH:21]=[CH:22][CH:23]=1)[C:12]1[CH:13]=[CH:14][CH:15]=[CH:16][CH:17]=1. (4) Reactant: [CH3:1][CH:2]([N:4]1[C:8]2[N:9]=[C:10]([C:16]3[CH:21]=[CH:20][CH:19]=[CH:18][CH:17]=3)[CH:11]=[C:12]([C:13](O)=[O:14])[C:7]=2[C:6]([N+]([O-])=O)=[N:5]1)[CH3:3].Cl.[NH2:26][CH2:27][C:28]1[C:29](=[O:36])[NH:30][C:31]([CH3:35])=[CH:32][C:33]=1[CH3:34].C1C=NC2[N:43]([OH:46])N=NC=2C=1.C(Cl)CCl.CN1CC[O:55]CC1.C([O-])([O-])=O.[Na+].[Na+]. Product: [CH3:34][C:33]1[CH:32]=[C:31]([CH3:35])[NH:30][C:29](=[O:36])[C:28]=1[CH2:27][NH:26][C:13]([C:12]1[C:7]2[CH:6]=[N:5][N:4]([CH:2]([CH3:3])[CH3:1])[C:8]=2[N:9]=[C:10]([C:16]2[CH:21]=[CH:20][CH:19]=[CH:18][C:17]=2[N+:43]([O-:46])=[O:55])[CH:11]=1)=[O:14]. The catalyst class is: 58. (5) Reactant: Br[C:2]1[C:11]2[C:6](=[CH:7][CH:8]=[C:9]([O:12][CH3:13])[CH:10]=2)[C:5](=[O:14])[N:4]([C:15]2[CH:22]=[CH:21][C:18]([CH:19]=[O:20])=[CH:17][CH:16]=2)[CH:3]=1.C(=O)([O-])[O-].[K+].[K+].[CH3:29][O:30][C:31]1[CH:36]=[CH:35][C:34](B(O)O)=[CH:33][CH:32]=1. Product: [CH3:13][O:12][C:9]1[CH:10]=[C:11]2[C:6](=[CH:7][CH:8]=1)[C:5](=[O:14])[N:4]([C:15]1[CH:22]=[CH:21][C:18]([CH:19]=[O:20])=[CH:17][CH:16]=1)[CH:3]=[C:2]2[C:34]1[CH:35]=[CH:36][C:31]([O:30][CH3:29])=[CH:32][CH:33]=1. The catalyst class is: 73. (6) Reactant: [Br:1][C:2]1[CH:3]=[C:4]2[C:9](Cl)=[C:8]([C:11]([NH2:13])=[O:12])[CH:7]=[N:6][N:5]2[CH:14]=1.[CH2:15]([NH2:18])[CH2:16][CH3:17].C(N(C(C)C)CC)(C)C.O. Product: [Br:1][C:2]1[CH:3]=[C:4]2[C:9]([NH:18][CH2:15][CH2:16][CH3:17])=[C:8]([C:11]([NH2:13])=[O:12])[CH:7]=[N:6][N:5]2[CH:14]=1. The catalyst class is: 60. (7) Reactant: [CH3:1][C:2]1[CH:3]=[C:4]2[C:9](=[CH:10][CH:11]=1)[N:8]=[CH:7][CH:6]=[N:5]2.C1C(=O)N([Br:19])C(=O)C1.C(OOC(=O)C1C=CC=CC=1)(=O)C1C=CC=CC=1. Product: [Br:19][CH2:1][C:2]1[CH:3]=[C:4]2[C:9](=[CH:10][CH:11]=1)[N:8]=[CH:7][CH:6]=[N:5]2. The catalyst class is: 53.